This data is from Full USPTO retrosynthesis dataset with 1.9M reactions from patents (1976-2016). The task is: Predict the reactants needed to synthesize the given product. Given the product [C:1]([O:5][C:6](=[O:35])[NH:7][CH2:8][CH2:9][CH2:10][N:11]1[C:20]2[CH:19]=[CH:18][C:17]([Cl:21])=[CH:16][C:15]=2[C:14]2=[N:22][N:23]([CH:28]3[CH2:33][CH2:32][CH2:31][CH2:30][O:29]3)[C:24]([CH2:25][CH2:26][N:37]([CH3:38])[CH3:36])=[C:13]2[C:12]1=[O:34])([CH3:2])([CH3:4])[CH3:3], predict the reactants needed to synthesize it. The reactants are: [C:1]([O:5][C:6](=[O:35])[NH:7][CH2:8][CH2:9][CH2:10][N:11]1[C:20]2[CH:19]=[CH:18][C:17]([Cl:21])=[CH:16][C:15]=2[C:14]2=[N:22][N:23]([CH:28]3[CH2:33][CH2:32][CH2:31][CH2:30][O:29]3)[C:24]([CH2:25][CH:26]=O)=[C:13]2[C:12]1=[O:34])([CH3:4])([CH3:3])[CH3:2].[CH3:36][NH:37][CH3:38].C(O[BH-](OC(=O)C)OC(=O)C)(=O)C.[Na+].